Predict which catalyst facilitates the given reaction. From a dataset of Catalyst prediction with 721,799 reactions and 888 catalyst types from USPTO. (1) Reactant: [C:1]([C:4]1[CH:5]=[C:6]2[C:10](=[CH:11][CH:12]=1)[NH:9][C:8]([C:13]([O:15]CC)=[O:14])=[CH:7]2)#[C:2][CH3:3].[Li+].[OH-]. Product: [C:1]([C:4]1[CH:5]=[C:6]2[C:10](=[CH:11][CH:12]=1)[NH:9][C:8]([C:13]([OH:15])=[O:14])=[CH:7]2)#[C:2][CH3:3]. The catalyst class is: 38. (2) Reactant: [N:1]1([C:7]2[S:8]/[C:9](=[CH:13]\[C:14]3[CH:19]=[CH:18][C:17]([F:20])=[CH:16][C:15]=3[OH:21])/[C:10](=[O:12])[N:11]=2)[CH2:6][CH2:5][CH2:4][CH2:3][NH:2]1.[CH3:22][O:23][C:24](=[O:31])[CH2:25][CH2:26][CH2:27][N:28]=[C:29]=[O:30]. Product: [N:1]1([C:7]2[S:8]/[C:9](=[CH:13]/[C:14]3[CH:19]=[CH:18][C:17]([F:20])=[CH:16][C:15]=3[O:21][C:29]([NH:28][CH2:27][CH2:26][CH2:25][C:24]([O:23][CH3:22])=[O:31])=[O:30])/[C:10](=[O:12])[N:11]=2)[CH2:6][CH2:5][CH2:4][CH2:3][NH:2]1. The catalyst class is: 630. (3) Reactant: Cl[CH2:2][CH2:3][CH2:4][C:5]#[C:6][C@H:7]1[CH2:12][CH2:11][C@H:10]([N:13]([CH3:27])[S:14]([C:17]2[CH:22]=[CH:21][C:20]([C:23]([F:26])([F:25])[F:24])=[CH:19][CH:18]=2)(=[O:16])=[O:15])[CH2:9][CH2:8]1.[Na+].[I-:29]. Product: [I:29][CH2:2][CH2:3][CH2:4][C:5]#[C:6][C@H:7]1[CH2:12][CH2:11][C@H:10]([N:13]([CH3:27])[S:14]([C:17]2[CH:22]=[CH:21][C:20]([C:23]([F:26])([F:25])[F:24])=[CH:19][CH:18]=2)(=[O:16])=[O:15])[CH2:9][CH2:8]1. The catalyst class is: 131. (4) Reactant: C(OC([NH:8][C@H:9]([C:11]([NH:13][CH:14]([CH:19]1[CH2:21][CH2:20]1)[C:15]([O:17][CH3:18])=[O:16])=[O:12])[CH3:10])=O)(C)(C)C.[ClH:22]. Product: [ClH:22].[NH2:8][C@H:9]([C:11]([NH:13][CH:14]([CH:19]1[CH2:21][CH2:20]1)[C:15]([O:17][CH3:18])=[O:16])=[O:12])[CH3:10]. The catalyst class is: 12. (5) The catalyst class is: 2. Product: [C:1]([O:5][C:6]([NH:8][C@H:9]1[CH2:10][CH2:11][C@H:12]([C:15]([C:16]2[S:20][CH:19]=[C:18]([C:21]([O:23][CH3:24])=[O:22])[C:17]=2[CH3:25])=[O:26])[CH2:13][CH2:14]1)=[O:7])([CH3:4])([CH3:3])[CH3:2]. Reactant: [C:1]([O:5][C:6]([NH:8][C@H:9]1[CH2:14][CH2:13][C@H:12]([CH:15]([OH:26])[C:16]2[S:20][CH:19]=[C:18]([C:21]([O:23][CH3:24])=[O:22])[C:17]=2[CH3:25])[CH2:11][CH2:10]1)=[O:7])([CH3:4])([CH3:3])[CH3:2].N1C=CC=CC=1.CC(OI1(OC(C)=O)(OC(C)=O)OC(=O)C2C=CC=CC1=2)=O.O.O.O.O.O.S([O-])([O-])(=O)=S.[Na+].[Na+].C([O-])(O)=O.[Na+]. (6) Reactant: [Cl:1][C:2]1[C:11]([OH:12])=[CH:10][CH:9]=[C:8]2[C:3]=1[CH:4]=[CH:5][C:6]([C:13]#[N:14])=[CH:7]2.C([O-])([O-])=O.[K+].[K+].Br[CH2:22][CH2:23][NH:24][C:25](=[O:31])[O:26][C:27]([CH3:30])([CH3:29])[CH3:28]. Product: [Cl:1][C:2]1[C:3]2[C:8](=[CH:7][C:6]([C:13]#[N:14])=[CH:5][CH:4]=2)[CH:9]=[CH:10][C:11]=1[O:12][CH2:22][CH2:23][NH:24][C:25](=[O:31])[O:26][C:27]([CH3:30])([CH3:29])[CH3:28]. The catalyst class is: 21. (7) Reactant: [F:1][C:2]1[CH:7]=[CH:6][C:5]([C:8]2[C:16]3[C:11](=[CH:12][CH:13]=[C:14]([CH3:17])[CH:15]=3)[NH:10][CH:9]=2)=[CH:4][CH:3]=1.C([SiH](CC)CC)C. Product: [F:1][C:2]1[CH:7]=[CH:6][C:5]([CH:8]2[C:16]3[C:11](=[CH:12][CH:13]=[C:14]([CH3:17])[CH:15]=3)[NH:10][CH2:9]2)=[CH:4][CH:3]=1. The catalyst class is: 67.